The task is: Predict the product of the given reaction.. This data is from Forward reaction prediction with 1.9M reactions from USPTO patents (1976-2016). (1) The product is: [F:18][C:19]1[CH:20]=[C:21]([C:2]2[CH:3]=[C:4]3[C:10]([CH3:11])=[N:9][N:8]([CH:12]4[CH2:17][CH2:16][CH2:15][CH2:14][O:13]4)[C:5]3=[CH:6][N:7]=2)[CH:22]=[N:23][CH:24]=1. Given the reactants Br[C:2]1[CH:3]=[C:4]2[C:10]([CH3:11])=[N:9][N:8]([CH:12]3[CH2:17][CH2:16][CH2:15][CH2:14][O:13]3)[C:5]2=[CH:6][N:7]=1.[F:18][C:19]1[CH:20]=[C:21](B(O)O)[CH:22]=[N:23][CH:24]=1.C(#N)C.C([O-])(=O)C.[K+], predict the reaction product. (2) The product is: [F:45][C:41]1[CH:40]=[C:39]([CH:44]=[CH:43][CH:42]=1)[CH2:38][N:35]1[C:36]([CH3:37])=[C:32]([C:31]2[C:25]3[C:26](=[N:27][CH:28]=[C:23]([C:20]4[CH:21]=[CH:22][C:17]([N:14]5[CH2:13][CH2:12][N:11]([CH2:10][CH2:9][OH:8])[CH2:16][CH2:15]5)=[CH:18][CH:19]=4)[CH:24]=3)[N:29]([S:47]([C:50]3[CH:51]=[CH:52][C:53]([CH3:54])=[CH:55][CH:56]=3)(=[O:48])=[O:49])[CH:30]=2)[C:33]([CH3:46])=[N:34]1. Given the reactants C([O:8][CH2:9][CH2:10][N:11]1[CH2:16][CH2:15][N:14]([C:17]2[CH:22]=[CH:21][C:20]([C:23]3[CH:24]=[C:25]4[C:31]([C:32]5[C:33]([CH3:46])=[N:34][N:35]([CH2:38][C:39]6[CH:44]=[CH:43][CH:42]=[C:41]([F:45])[CH:40]=6)[C:36]=5[CH3:37])=[CH:30][N:29]([S:47]([C:50]5[CH:56]=[CH:55][C:53]([CH3:54])=[CH:52][CH:51]=5)(=[O:49])=[O:48])[C:26]4=[N:27][CH:28]=3)=[CH:19][CH:18]=2)[CH2:13][CH2:12]1)C1C=CC=CC=1, predict the reaction product. (3) Given the reactants [Cl:1][C:2](Cl)([O:4]C(=O)OC(Cl)(Cl)Cl)Cl.N1C=CC=CC=1.[F:19][C:20]([F:34])([F:33])[C:21]1[CH:22]=[C:23]([N:27]2[CH2:32][CH2:31][NH:30][CH2:29][CH2:28]2)[CH:24]=[CH:25][CH:26]=1, predict the reaction product. The product is: [F:34][C:20]([F:19])([F:33])[C:21]1[CH:22]=[C:23]([N:27]2[CH2:32][CH2:31][N:30]([C:2]([Cl:1])=[O:4])[CH2:29][CH2:28]2)[CH:24]=[CH:25][CH:26]=1. (4) Given the reactants [CH3:1][S:2]([C:5]1[CH:6]=[C:7]2[C:11](=[C:12]([N+:14]([O-])=O)[CH:13]=1)[N:10]([CH2:17][C:18]1[CH:23]=[CH:22][C:21]([CH:24]3[CH2:29][CH2:28][N:27]([C:30]([O:32][C:33]([CH3:36])([CH3:35])[CH3:34])=[O:31])[CH2:26][CH2:25]3)=[CH:20][N:19]=1)[CH:9]=[CH:8]2)(=[O:4])=[O:3], predict the reaction product. The product is: [NH2:14][C:12]1[CH:13]=[C:5]([S:2]([CH3:1])(=[O:3])=[O:4])[CH:6]=[C:7]2[C:11]=1[N:10]([CH2:17][C:18]1[CH:23]=[CH:22][C:21]([CH:24]3[CH2:29][CH2:28][N:27]([C:30]([O:32][C:33]([CH3:35])([CH3:36])[CH3:34])=[O:31])[CH2:26][CH2:25]3)=[CH:20][N:19]=1)[CH:9]=[CH:8]2. (5) Given the reactants [F:1][C@H:2]1[CH2:6][N:5]([C:7]([O:9][C:10]([CH3:13])([CH3:12])[CH3:11])=[O:8])[C@H:4]([C:14](=[O:37])[NH:15][CH2:16][C:17]2[C:22]([F:23])=[CH:21][N:20]=[C:19]([Sn](CCCC)(CCCC)CCCC)[CH:18]=2)[CH2:3]1.Br[C:39]1[CH:44]=[CH:43][C:42]([S:45]([F:50])([F:49])([F:48])([F:47])[F:46])=[CH:41][CH:40]=1.[F-].[Cs+], predict the reaction product. The product is: [F:1][C@H:2]1[CH2:6][N:5]([C:7]([O:9][C:10]([CH3:12])([CH3:11])[CH3:13])=[O:8])[C@H:4]([C:14](=[O:37])[NH:15][CH2:16][C:17]2[C:22]([F:23])=[CH:21][N:20]=[C:19]([C:39]3[CH:40]=[CH:41][C:42]([S:45]([F:48])([F:46])([F:50])([F:47])[F:49])=[CH:43][CH:44]=3)[CH:18]=2)[CH2:3]1. (6) Given the reactants [Cl:1][C:2]1[CH:7]=[C:6]([NH:8][C:9]2[CH:14]=[CH:13][C:12]([F:15])=[CH:11][C:10]=2[F:16])[CH:5]=[CH:4][C:3]=1[C:17]([C:19]1[CH:24]=[C:23]([C:25]2[N:26]=[N:27][N:28]([CH2:30][CH2:31][O:32][CH:33]3[CH2:38]CC[CH2:35][O:34]3)[CH:29]=2)[CH:22]=[CH:21][C:20]=1[CH3:39])=[O:18].Cl[C:41]1C=C(NC2C=CC(F)=CC=2F)C=CC=1C(C1C=C(C#C)C=CC=1C)=O.N(CC1COC(C)(C)O1)=[N+]=[N-], predict the reaction product. The product is: [Cl:1][C:2]1[CH:7]=[C:6]([NH:8][C:9]2[CH:14]=[CH:13][C:12]([F:15])=[CH:11][C:10]=2[F:16])[CH:5]=[CH:4][C:3]=1[C:17]([C:19]1[CH:24]=[C:23]([C:25]2[N:26]=[N:27][N:28]([CH2:30][CH:31]3[CH2:35][O:34][C:33]([CH3:41])([CH3:38])[O:32]3)[CH:29]=2)[CH:22]=[CH:21][C:20]=1[CH3:39])=[O:18]. (7) Given the reactants [CH3:1][O:2][C:3](=[O:15])[C:4]1[C:5](=[C:10](Br)[CH:11]=[CH:12][CH:13]=1)[C:6]([O:8][CH3:9])=[O:7].C([O-])([O-])=O.[Cs+].[Cs+].[CH3:22][O:23][CH2:24][CH:25]([NH2:27])[CH3:26].C(OCC)C, predict the reaction product. The product is: [CH3:1][O:2][C:3](=[O:15])[C:4]1[C:5](=[C:10]([NH:27][CH:25]([CH3:26])[CH2:24][O:23][CH3:22])[CH:11]=[CH:12][CH:13]=1)[C:6]([O:8][CH3:9])=[O:7]. (8) Given the reactants [NH2:1][C:2]1[C:6]([Br:7])=[C:5]([C:8]([CH3:11])([CH3:10])[CH3:9])[O:4][N:3]=1.[C:12]1([S:18](Cl)(=[O:20])=[O:19])[CH:17]=[CH:16][CH:15]=[CH:14][CH:13]=1, predict the reaction product. The product is: [Br:7][C:6]1[C:2]([NH:1][S:18]([C:12]2[CH:17]=[CH:16][CH:15]=[CH:14][CH:13]=2)(=[O:20])=[O:19])=[N:3][O:4][C:5]=1[C:8]([CH3:11])([CH3:10])[CH3:9].